Dataset: Peptide-MHC class II binding affinity with 134,281 pairs from IEDB. Task: Regression. Given a peptide amino acid sequence and an MHC pseudo amino acid sequence, predict their binding affinity value. This is MHC class II binding data. (1) The peptide sequence is AFKVAATAANAAAAN. The MHC is DRB1_0802 with pseudo-sequence DRB1_0802. The binding affinity (normalized) is 0.878. (2) The peptide sequence is QPNLKALREKVLGLP. The MHC is HLA-DQA10301-DQB10302 with pseudo-sequence HLA-DQA10301-DQB10302. The binding affinity (normalized) is 0.0892. (3) The binding affinity (normalized) is 0.228. The peptide sequence is PEGLLWLLLTGKVPT. The MHC is HLA-DQA10301-DQB10302 with pseudo-sequence HLA-DQA10301-DQB10302.